Dataset: Catalyst prediction with 721,799 reactions and 888 catalyst types from USPTO. Task: Predict which catalyst facilitates the given reaction. (1) Product: [C:16]12([NH:26][C:13](=[O:15])[CH2:12][N:8]([C:6]([O:5][C:1]([CH3:2])([CH3:3])[CH3:4])=[O:7])[CH2:9][CH2:10][CH3:11])[CH2:23][CH:22]3[CH2:21][CH:20]([CH2:19][CH:18]([CH2:24]3)[CH2:17]1)[CH2:25]2. Reactant: [C:1]([O:5][C:6]([N:8]([CH2:12][C:13]([OH:15])=O)[CH2:9][CH2:10][CH3:11])=[O:7])([CH3:4])([CH3:3])[CH3:2].[C:16]12([NH2:26])[CH2:25][CH:20]3[CH2:21][CH:22]([CH2:24][CH:18]([CH2:19]3)[CH2:17]1)[CH2:23]2.C(N(CC)C(C)C)(C)C.F[P-](F)(F)(F)(F)F.N1(OC(N(C)C)=[N+](C)C)C2N=CC=CC=2N=N1. The catalyst class is: 2. (2) Reactant: [Cl:1][C:2]1[N:7]=[C:6]([Cl:8])[C:5]([C:9]([N:11]([CH3:13])[CH3:12])=[O:10])=[C:4]([NH:14][C@H:15]([OH:18])[CH2:16][OH:17])[N:3]=1.[Si:19](Cl)([C:22]([CH3:25])([CH3:24])[CH3:23])([CH3:21])[CH3:20].N1C=CN=C1. Product: [Si:19]([O:17][CH2:16][C@H:15]([NH:14][C:4]1[C:5]([C:9]([N:11]([CH3:13])[CH3:12])=[O:10])=[C:6]([Cl:8])[N:7]=[C:2]([Cl:1])[N:3]=1)[OH:18])([C:22]([CH3:25])([CH3:24])[CH3:23])([CH3:21])[CH3:20]. The catalyst class is: 3.